Dataset: Forward reaction prediction with 1.9M reactions from USPTO patents (1976-2016). Task: Predict the product of the given reaction. Given the reactants C[C:2]1[C:7](P([C:7]2[C:2](C)=CC(C)=[C:5]([S:33]([O-])(=O)=O)[CH:6]=2)[C:7]2[C:2](C)=CC(C)=[C:5]([S:33]([O-])(=O)=O)[CH:6]=2)=[CH:6][C:5]([S:33]([O-])(=O)=O)=C(C)C=1.O.[Na+].[Na+].[Na+].C(NC(C)C)(C)C.Br[C:50]1[CH:55]=[CH:54][C:53]([CH2:56][CH:57]([C:66]2[N:67]=[C:68]([NH2:72])[N:69]([CH3:71])[CH:70]=2)[C:58]2[CH:63]=[CH:62][C:61]([O:64][CH3:65])=[CH:60][CH:59]=2)=[CH:52][CH:51]=1.S1C=CC(B(O)O)=C1, predict the reaction product. The product is: [CH3:65][O:64][C:61]1[CH:62]=[CH:63][C:58]([CH:57]([C:66]2[N:67]=[C:68]([NH2:72])[N:69]([CH3:71])[CH:70]=2)[CH2:56][C:53]2[CH:54]=[CH:55][C:50]([C:7]3[CH:6]=[CH:5][S:33][CH:2]=3)=[CH:51][CH:52]=2)=[CH:59][CH:60]=1.